The task is: Predict the reactants needed to synthesize the given product.. This data is from Full USPTO retrosynthesis dataset with 1.9M reactions from patents (1976-2016). (1) Given the product [F:1][C:2]1[CH:7]=[CH:6][CH:5]=[CH:4][C:3]=1[C:8]1[CH:13]=[CH:12][C:11]([F:14])=[CH:10][C:9]=1[CH:15]([NH:17][S:26]([C:23]1[CH:22]=[CH:21][C:20]([O:19][CH3:18])=[CH:25][CH:24]=1)(=[O:28])=[O:27])[CH3:16], predict the reactants needed to synthesize it. The reactants are: [F:1][C:2]1[CH:7]=[CH:6][CH:5]=[CH:4][C:3]=1[C:8]1[CH:13]=[CH:12][C:11]([F:14])=[CH:10][C:9]=1[CH:15]([NH2:17])[CH3:16].[CH3:18][O:19][C:20]1[CH:25]=[CH:24][C:23]([S:26](Cl)(=[O:28])=[O:27])=[CH:22][CH:21]=1.N1C=CC=CC=1. (2) The reactants are: C1CO[C:8]23OCC[O:12][C:3]2([C@:4]2([CH2:27][CH2:26][C@H:25]4[C@@H:15]([CH2:16][C@H:17]([NH:28][CH:29]=[O:30])[CH:18]5[C@:23]4([CH3:24])[CH2:22][CH2:21][CH2:20][CH2:19]5)[C@@H:6]2[CH2:7]3)[CH3:5])O1.C([C@@H]1C2[C@](C)(CCC(=[O:51])C2)[C@@H]2[C@H]([C@H]3[C@@](CC2)(C)C(=O)CC3)C1)#N. Given the product [CH:29]([NH:28][C@@H:17]1[CH:18]2[C@:23]([CH3:24])([CH2:22][CH2:21][C:20](=[O:51])[CH2:19]2)[C@@H:25]2[C@H:15]([C@H:6]3[C@@:4]([CH2:27][CH2:26]2)([CH3:5])[C:3](=[O:12])[CH2:8][CH2:7]3)[CH2:16]1)=[O:30], predict the reactants needed to synthesize it. (3) Given the product [CH3:1][C@@H:2]1[O:7][C@@H:6]([O:8][C@@H:9]2[C:37](=[O:38])[O:36][CH2:35][C:28]3[CH:29]=[CH:30][CH:31]=[C:32]4[N:33]([OH:34])[C:25]5=[C:26]([CH2:39][O:40][C@H:10]2[C@@H:11]2[NH:85][C:83](=[O:84])[C:80]6=[CH:81][S:82][C:78](=[N:79]6)/[C:73](=[C:74](\[O:76][CH3:77])/[CH3:75])/[NH:72][C:70](=[O:71])[C@H:69]([C@H:86]([OH:88])[CH3:87])[NH:68][C:66](=[O:67])[C:63]6=[CH:64][S:65][C:61](=[N:62]6)[C:47]6[CH:48]=[C:49]([OH:60])[C:50]([C:52]7[S:56][CH:55]=[C:54]([C:57]([NH2:59])=[O:58])[N:53]=7)=[N:51][C:46]=6[C:43]6=[CH:44][S:45][C:41](=[N:42]6)[C@H:20]([CH2:21][O:22][C:23]5=[O:24])[NH:19][C:17](=[O:18])[C:14]5=[CH:15][S:16][C:12]2=[N:13]5)[C:27]=34)[CH2:5][C@@:4]([OH:90])([CH3:89])[C@@H:3]1[N:91]([CH3:93])[CH3:92], predict the reactants needed to synthesize it. The reactants are: [CH3:1][C@@H:2]1[O:7][C@@H:6]([O:8][C@@H:9]2[C:37](=[O:38])[O:36][CH2:35][C:28]3[CH:29]=[CH:30][CH:31]=[C:32]4[N:33]([OH:34])[C:25]5=[C:26]([CH2:39][O:40][C@H:10]2[C@@H:11]2[NH:85][C:83](=[O:84])[C:80]6=[CH:81][S:82][C:78](=[N:79]6)/[C:73](=[C:74](\[O:76][CH3:77])/[CH3:75])/[NH:72][C:70](=[O:71])[C@H:69]([C@H:86]([OH:88])[CH3:87])[NH:68][C:66](=[O:67])[C:63]6=[CH:64][S:65][C:61](=[N:62]6)[C:47]6[CH:48]=[C:49]([OH:60])[C:50]([C:52]7[S:56][CH:55]=[C:54]([C:57]([NH2:59])=[O:58])[N:53]=7)=[N:51][C:46]=6[C:43]6=[CH:44][S:45][C:41](=[N:42]6)[C@H:20]([CH2:21][O:22][C:23]5=[O:24])[NH:19][C:17](=[O:18])[C:14]5=[CH:15][S:16][C:12]2=[N:13]5)[C:27]=34)[CH2:5][C@@:4]([OH:90])([CH3:89])[C@@H:3]1[N:91]([CH3:93])[CH3:92].C(O)(C(F)(F)F)=O. (4) Given the product [CH3:17][C:11]1[CH:10]=[C:9]2[C:14]([CH:15]=[CH:16][C:7]([C:1]3[CH:2]=[CH:3][CH:4]=[CH:5][CH:6]=3)=[N:8]2)=[CH:13][CH:12]=1, predict the reactants needed to synthesize it. The reactants are: [C:1]1([C:7]2[CH:16]=[CH:15][C:14]3[C:9](=[CH:10][C:11]([CH:17]=O)=[CH:12][CH:13]=3)[N:8]=2)[CH:6]=[CH:5][CH:4]=[CH:3][CH:2]=1. (5) Given the product [Cl:27][C:24]1[CH:23]=[CH:22][C:21]([S:20][C:4]2[C:3]3[C:2]([C:34]4[CH:33]=[C:32]5[C:37](=[CH:36][CH:35]=4)[N:28]=[CH:29][CH:30]=[CH:31]5)=[CH:10][C:9]([F:11])=[CH:8][C:7]=3[N:6]3[CH2:12][CH2:13][CH:14]([CH2:15][C:16]([OH:18])=[O:17])[C:5]=23)=[CH:26][CH:25]=1, predict the reactants needed to synthesize it. The reactants are: Br[C:2]1[C:3]2[C:4]([S:20][C:21]3[CH:26]=[CH:25][C:24]([Cl:27])=[CH:23][CH:22]=3)=[C:5]3[CH:14]([CH2:15][C:16]([O:18]C)=[O:17])[CH2:13][CH2:12][N:6]3[C:7]=2[CH:8]=[C:9]([F:11])[CH:10]=1.[N:28]1[C:37]2[C:32](=[CH:33][C:34](B(O)O)=[CH:35][CH:36]=2)[CH:31]=[CH:30][CH:29]=1. (6) Given the product [Br:13][CH2:14][CH2:15][CH2:16][CH2:17][N:7]([CH:8]([CH3:10])[CH3:9])[C:5](=[O:6])[C:4]([F:12])([F:11])[F:3], predict the reactants needed to synthesize it. The reactants are: [H-].[Na+].[F:3][C:4]([F:12])([F:11])[C:5]([NH:7][CH:8]([CH3:10])[CH3:9])=[O:6].[Br:13][CH2:14][CH2:15][CH2:16][CH2:17]Br.O. (7) The reactants are: [C:1]([C:4]12CCC(C(O)=O)([CH2:8][CH2:9]1)[CH2:6][CH2:5]2)(O)=O.C([N:17]([CH2:20][CH3:21])CC)C.C1(P([N:36]=[N+]=[N-])(C2C=CC=CC=2)=O)C=CC=CC=1.[ClH:39]. Given the product [ClH:39].[ClH:39].[NH2:36][C:4]12[CH2:1][CH2:21][C:20]([NH2:17])([CH2:8][CH2:9]1)[CH2:6][CH2:5]2, predict the reactants needed to synthesize it. (8) Given the product [Cl:1][C:2]1[C:3]([CH2:8][N:33]([CH2:34][C:35]2[C:40]([Cl:41])=[CH:39][CH:38]=[CH:37][N:36]=2)[CH2:32][CH2:31][CH2:30][CH2:29][NH2:28])=[N:4][CH:5]=[CH:6][CH:7]=1, predict the reactants needed to synthesize it. The reactants are: [Cl:1][C:2]1[C:3]([CH2:8]O)=[N:4][CH:5]=[CH:6][CH:7]=1.CCN(CC)CC.CS(Cl)(=O)=O.C(OC(=O)[NH:28][CH2:29][CH2:30][CH2:31][CH2:32][NH:33][CH2:34][C:35]1[C:40]([Cl:41])=[CH:39][CH:38]=[CH:37][N:36]=1)(C)(C)C. (9) Given the product [Cl:1][C:2]1[CH:3]=[C:4]([C@@H:9]([OH:21])[CH2:10][NH:11][CH2:12][CH2:13][C:14]2[CH:15]=[CH:16][C:17]([OH:20])=[CH:18][CH:19]=2)[CH:5]=[N:6][CH:7]=1, predict the reactants needed to synthesize it. The reactants are: [Cl:1][C:2]1[CH:3]=[C:4]([C@@H:9]([OH:21])[CH2:10][NH:11][CH2:12][CH2:13][C:14]2[CH:19]=[CH:18][C:17]([OH:20])=[CH:16][CH:15]=2)[CH:5]=[N:6][C:7]=1Cl.